From a dataset of NCI-60 drug combinations with 297,098 pairs across 59 cell lines. Regression. Given two drug SMILES strings and cell line genomic features, predict the synergy score measuring deviation from expected non-interaction effect. (1) Drug 1: C1=CC(=CC=C1C#N)C(C2=CC=C(C=C2)C#N)N3C=NC=N3. Drug 2: CC=C1C(=O)NC(C(=O)OC2CC(=O)NC(C(=O)NC(CSSCCC=C2)C(=O)N1)C(C)C)C(C)C. Cell line: SK-MEL-28. Synergy scores: CSS=12.0, Synergy_ZIP=3.37, Synergy_Bliss=0.322, Synergy_Loewe=-61.3, Synergy_HSA=-9.71. (2) Drug 1: C1CN1C2=NC(=NC(=N2)N3CC3)N4CC4. Synergy scores: CSS=46.0, Synergy_ZIP=-6.26, Synergy_Bliss=-0.563, Synergy_Loewe=-6.07, Synergy_HSA=3.26. Cell line: SK-MEL-5. Drug 2: COC1=CC(=CC(=C1O)OC)C2C3C(COC3=O)C(C4=CC5=C(C=C24)OCO5)OC6C(C(C7C(O6)COC(O7)C8=CC=CS8)O)O. (3) Drug 1: CC1CCC2CC(C(=CC=CC=CC(CC(C(=O)C(C(C(=CC(C(=O)CC(OC(=O)C3CCCCN3C(=O)C(=O)C1(O2)O)C(C)CC4CCC(C(C4)OC)O)C)C)O)OC)C)C)C)OC. Drug 2: CC(C)CN1C=NC2=C1C3=CC=CC=C3N=C2N. Cell line: MALME-3M. Synergy scores: CSS=14.0, Synergy_ZIP=-2.44, Synergy_Bliss=2.46, Synergy_Loewe=-4.45, Synergy_HSA=-0.0783.